From a dataset of NCI-60 drug combinations with 297,098 pairs across 59 cell lines. Regression. Given two drug SMILES strings and cell line genomic features, predict the synergy score measuring deviation from expected non-interaction effect. Drug 1: CN(C)C1=NC(=NC(=N1)N(C)C)N(C)C. Drug 2: CC1=C(C(=O)C2=C(C1=O)N3CC4C(C3(C2COC(=O)N)OC)N4)N. Cell line: 786-0. Synergy scores: CSS=40.1, Synergy_ZIP=8.08, Synergy_Bliss=6.45, Synergy_Loewe=-25.9, Synergy_HSA=4.01.